The task is: Predict the reaction yield, written as a fraction of the theoretical maximum amount of product (1.0 means a 100% yield; for example, 0.34 means a 34% yield).. This data is from Reaction yield outcomes from USPTO patents with 853,638 reactions. (1) The reactants are [ClH:1].[OH:2][C:3]([C:34]1[CH:39]=[CH:38][CH:37]=[CH:36][CH:35]=1)([C:28]1[CH:33]=[CH:32][CH:31]=[CH:30][CH:29]=1)[CH:4]1[CH2:9][CH2:8][N:7]([CH2:10][CH2:11][CH2:12][C:13]([C:15]2[CH:20]=[CH:19][C:18]([C:21]([CH3:27])([CH3:26])[C:22]([O:24][CH3:25])=[O:23])=[CH:17][CH:16]=2)=[O:14])[CH2:6][CH2:5]1.[BH4-].[Na+].[OH-].[Na+].Cl. The catalyst is CO. The product is [ClH:1].[OH:2][C:3]([C:28]1[CH:33]=[CH:32][CH:31]=[CH:30][CH:29]=1)([C:34]1[CH:39]=[CH:38][CH:37]=[CH:36][CH:35]=1)[CH:4]1[CH2:9][CH2:8][N:7]([CH2:10][CH2:11][CH2:12][CH:13]([C:15]2[CH:20]=[CH:19][C:18]([C:21]([CH3:27])([CH3:26])[C:22]([O:24][CH3:25])=[O:23])=[CH:17][CH:16]=2)[OH:14])[CH2:6][CH2:5]1. The yield is 0.940. (2) The reactants are Cl.[C:2]([C:6]1[N:7]=[C:8]([C:16]2[CH:21]=[CH:20][C:19]([F:22])=[CH:18][CH:17]=2)[C:9]2[CH2:15][NH:14][CH2:13][CH2:12][C:10]=2[N:11]=1)([CH3:5])([CH3:4])[CH3:3].C(OC(C1C(=O)CCN(C(OC(C)(C)C)=O)C1)=O)C.Cl.CC(C)(C)C(N)=N.CCN(CC)CC. The catalyst is C(O)(C)(C)C. The product is [C:2]([C:6]1[N:7]=[C:8]([C:16]2[CH:17]=[CH:18][C:19]([F:22])=[CH:20][CH:21]=2)[C:9]2[CH2:15][NH:14][CH2:13][CH2:12][C:10]=2[N:11]=1)([CH3:5])([CH3:3])[CH3:4]. The yield is 0.700. (3) The reactants are [CH3:1][C:2]1([CH3:29])[CH2:7][CH2:6][N:5]([C:8]2[N:13]3[N:14]=[C:15]([C:17]4[CH:22]=[CH:21][CH:20]=[CH:19][CH:18]=4)[N:16]=[C:12]3[N:11]=[C:10]([CH3:23])[C:9]=2[CH2:24][C:25]([O:27][CH3:28])=[O:26])[CH2:4][CH2:3]1.C[Si]([N-][Si](C)(C)C)(C)C.[K+].C1(C2[O:48]N2S(C2C=CC=CC=2)(=O)=O)C=CC=CC=1. The catalyst is C1COCC1.C1(C)C=CC=CC=1. The product is [CH3:1][C:2]1([CH3:29])[CH2:7][CH2:6][N:5]([C:8]2[N:13]3[N:14]=[C:15]([C:17]4[CH:18]=[CH:19][CH:20]=[CH:21][CH:22]=4)[N:16]=[C:12]3[N:11]=[C:10]([CH3:23])[C:9]=2[CH:24]([OH:48])[C:25]([O:27][CH3:28])=[O:26])[CH2:4][CH2:3]1. The yield is 0.498. (4) The reactants are C(C1C=CC=CC=1N[C@@H](CC1C=CC(C2C=CC=C(NC)C=2)=CC=1)C(OCC)=O)(=O)C1C=CC=CC=1.[NH2:37][C@@H:38]([CH2:44][C:45]1[CH:50]=[CH:49][C:48]([C:51]2[CH:56]=[CH:55][CH:54]=[C:53]([CH2:57][NH:58][CH2:59][C:60](=[O:67])[C:61]3[CH:66]=[CH:65][CH:64]=[CH:63][CH:62]=3)[CH:52]=2)=[CH:47][CH:46]=1)[C:39]([O:41][CH2:42][CH3:43])=[O:40].O=[C:69]1[CH2:74][CH2:73][CH2:72][CH2:71][CH:70]1[C:75]([O:77][CH2:78][CH3:79])=[O:76]. No catalyst specified. The product is [C:60]([CH2:59][NH:58][CH2:57][C:53]1[CH:52]=[C:51]([C:48]2[CH:47]=[CH:46][C:45]([CH2:44][C@H:38]([NH:37][C:71]3[CH:72]=[CH:73][CH:74]=[CH:69][C:70]=3[C:75]([O:77][CH2:78][CH3:79])=[O:76])[C:39]([O:41][CH2:42][CH3:43])=[O:40])=[CH:50][CH:49]=2)[CH:56]=[CH:55][CH:54]=1)(=[O:67])[C:61]1[CH:62]=[CH:63][CH:64]=[CH:65][CH:66]=1. The yield is 0.100.